From a dataset of Forward reaction prediction with 1.9M reactions from USPTO patents (1976-2016). Predict the product of the given reaction. (1) The product is: [OH:8][CH2:9][C:10]1[NH:14][C:13](=[O:15])[N:12]([CH2:16][C:17]2[CH:22]=[CH:21][C:20]([CH3:23])=[CH:19][CH:18]=2)[N:11]=1. Given the reactants C([O:8][CH2:9][C:10]1[NH:14][C:13](=[O:15])[N:12]([CH2:16][C:17]2[CH:22]=[CH:21][C:20]([CH3:23])=[CH:19][CH:18]=2)[N:11]=1)C1C=CC=CC=1, predict the reaction product. (2) Given the reactants [O:1]1[CH2:6][CH:5]([O:7][C:8](=[O:30])[NH:9][C@@H:10]([CH2:23][C:24]2[CH:29]=[CH:28][CH:27]=[CH:26][CH:25]=2)[C@H:11]([OH:22])[CH2:12][NH:13][CH2:14][C:15]([CH3:21])([CH3:20])[CH2:16][CH2:17][C:18]#[N:19])[CH2:4][O:3][CH2:2]1.C(N(C(C)C)CC)(C)C.[O:40]1[C:44]2[CH:45]=[CH:46][C:47]([S:49](Cl)(=[O:51])=[O:50])=[CH:48][C:43]=2[O:42][CH2:41]1, predict the reaction product. The product is: [O:1]1[CH2:6][CH:5]([O:7][C:8](=[O:30])[NH:9][C@@H:10]([CH2:23][C:24]2[CH:25]=[CH:26][CH:27]=[CH:28][CH:29]=2)[C@H:11]([OH:22])[CH2:12][N:13]([S:49]([C:47]2[CH:46]=[CH:45][C:44]3[O:40][CH2:41][O:42][C:43]=3[CH:48]=2)(=[O:50])=[O:51])[CH2:14][C:15]([CH3:21])([CH3:20])[CH2:16][CH2:17][C:18]#[N:19])[CH2:4][O:3][CH2:2]1. (3) Given the reactants [CH3:1][O:2][C@@H:3]1[C@H:8]2[O:9][C@H:10]3[C@@H:15]([O:16][CH3:17])[C@H:14]([O:18][CH3:19])[C@@H:13]([O:20][C@H:21]4[C@@H:26]([O:27][CH3:28])[C@H:25]([O:29][CH3:30])[C@@H:24]([O:31][C@H:32]5[C@@H:37]([O:38][CH3:39])[C@H:36]([O:40][CH3:41])[C@@H:35]([O:42][C@H:43]6[C@@H:48]([O:49][CH3:50])[C@H:47]([O:51][CH3:52])[C@@H:46]([O:53][C@H:54]7[C@@H:59]([O:60][CH3:61])[C@H:58]([O:62][CH3:63])[C@@H:57]([O:64][C@H:65]8[C@@H:71]([OH:72])[C@H:70]([O:73][CH3:74])[C@@H:68]([O:69][C@H:5]([C@@H:6]([CH2:87][OH:88])[O:7]2)[C@H:4]1[OH:89])[O:67][C@@H:66]8[CH2:75][OH:76])[O:56][C@@H:55]7[CH2:77][OH:78])[O:45][C@@H:44]6[CH2:79][OH:80])[O:34][C@@H:33]5[CH2:81][OH:82])[O:23][C@@H:22]4[CH2:83][OH:84])[O:12][C@@H:11]3[CH2:85][OH:86].[CH3:90][C@@H:91]1[C@@H:126]([CH:127]([CH3:129])[CH3:128])[O:125][C@:94]2([O:99][C@@H:98]3[CH2:100][CH:101]=[C:102]([CH3:124])[CH2:103][C@@H:104]([CH3:123])[CH:105]=[CH:106][CH:107]=[C:108]4[CH2:109][O:110][C@@H:111]5[C@H:116]([OH:117])[C:115]([CH3:118])=[CH:114][C@@H:113]([C:119]([O:121][C@@H:96]([CH2:97]3)[CH2:95]2)=[O:120])[C@:112]45[OH:122])[CH2:93][CH2:92]1, predict the reaction product. The product is: [CH3:1][O:2][C@@H:3]1[C@H:8]2[O:9][C@H:10]3[C@@H:15]([O:16][CH3:17])[C@H:14]([O:18][CH3:19])[C@@H:13]([O:20][C@H:21]4[C@@H:26]([O:27][CH3:28])[C@H:25]([O:29][CH3:30])[C@@H:24]([O:31][C@H:32]5[C@@H:37]([O:38][CH3:39])[C@H:36]([O:40][CH3:41])[C@@H:35]([O:42][C@H:43]6[C@@H:48]([O:49][CH3:50])[C@H:47]([O:51][CH3:52])[C@@H:46]([O:53][C@H:54]7[C@@H:59]([O:60][CH3:61])[C@H:58]([O:62][CH3:63])[C@@H:57]([O:64][C@H:65]8[C@@H:71]([OH:72])[C@H:70]([O:73][CH3:74])[C@@H:68]([O:69][C@H:5]([C@@H:6]([CH2:87][OH:88])[O:7]2)[C@H:4]1[OH:89])[O:67][C@@H:66]8[CH2:75][OH:76])[O:56][C@@H:55]7[CH2:77][OH:78])[O:45][C@@H:44]6[CH2:79][OH:80])[O:34][C@@H:33]5[CH2:81][OH:82])[O:23][C@@H:22]4[CH2:83][OH:84])[O:12][C@@H:11]3[CH2:85][OH:86].[CH3:90][C@@H:91]1[C@@H:126]([CH:127]([CH3:129])[CH3:128])[O:125][C@:94]2([O:99][C@@H:98]3[CH2:100][CH:101]=[C:102]([CH3:124])[CH2:103][C@@H:104]([CH3:123])[CH:105]=[CH:106][CH:107]=[C:108]4[CH2:109][O:110][C@@H:111]5[C@H:116]([OH:117])[C:115]([CH3:118])=[CH:114][C@@H:113]([C:119]([O:121][C@@H:96]([CH2:97]3)[CH2:95]2)=[O:120])[C@:112]45[OH:122])[CH2:93][CH2:92]1. (4) Given the reactants [ClH:1].Cl.C([S:6][CH:7]1[CH2:12][CH2:11][N:10]([CH:13]([C:19]2[CH:24]=[CH:23][CH:22]=[CH:21][C:20]=2[F:25])[C:14]([CH:16]2[CH2:18][CH2:17]2)=[O:15])[CH2:9]/[C:8]/1=[CH:26]\[C:27]1[N:28]([CH2:32][C:33]([O:35][CH2:36][CH3:37])=[O:34])[CH:29]=[CH:30][N:31]=1)(=O)C, predict the reaction product. The product is: [ClH:1].[CH:16]1([C:14](=[O:15])[CH:13]([N:10]2[CH2:11][CH2:12][CH:7]([SH:6])/[C:8](=[CH:26]/[C:27]3[N:28]([CH2:32][C:33]([O:35][CH2:36][CH3:37])=[O:34])[CH:29]=[CH:30][N:31]=3)/[CH2:9]2)[C:19]2[CH:24]=[CH:23][CH:22]=[CH:21][C:20]=2[F:25])[CH2:18][CH2:17]1. (5) Given the reactants [CH3:1][C:2]1[C:3]([CH:12]2[CH2:14][O:13]2)=[CH:4][C:5]2[CH2:9][O:8][C:7](=[O:10])[C:6]=2[CH:11]=1.[OH:15][CH2:16][C@H:17]1[NH:22][CH2:21][CH2:20][N:19]([C:23]([O:25][C:26]([CH3:29])([CH3:28])[CH3:27])=[O:24])[CH2:18]1, predict the reaction product. The product is: [OH:15][CH2:16][C@H:17]1[N:22]([CH2:14][CH:12]([OH:13])[C:3]2[C:2]([CH3:1])=[CH:11][C:6]3[C:7](=[O:10])[O:8][CH2:9][C:5]=3[CH:4]=2)[CH2:21][CH2:20][N:19]([C:23]([O:25][C:26]([CH3:29])([CH3:28])[CH3:27])=[O:24])[CH2:18]1. (6) The product is: [Cl:39][C:9]1[CH:8]=[C:7]([N:6]=[C:44]=[S:45])[CH:12]=[C:11]([C:13]([F:15])([F:16])[F:14])[C:10]=1[C:17]1[CH:18]=[CH:19][C:20]([S:23]([N:26]2[CH2:31][CH2:30][N:29]([C:32]([O:34][C:35]([CH3:36])([CH3:38])[CH3:37])=[O:33])[CH2:28][CH2:27]2)(=[O:25])=[O:24])=[CH:21][CH:22]=1. Given the reactants C(=O)([O-])[O-].[Ca+2].[NH2:6][C:7]1[CH:12]=[C:11]([C:13]([F:16])([F:15])[F:14])[C:10]([C:17]2[CH:22]=[CH:21][C:20]([S:23]([N:26]3[CH2:31][CH2:30][N:29]([C:32]([O:34][C:35]([CH3:38])([CH3:37])[CH3:36])=[O:33])[CH2:28][CH2:27]3)(=[O:25])=[O:24])=[CH:19][CH:18]=2)=[C:9]([Cl:39])[CH:8]=1.ClCCl.O.[C:44](Cl)(Cl)=[S:45].Cl, predict the reaction product.